Task: Predict which catalyst facilitates the given reaction.. Dataset: Catalyst prediction with 721,799 reactions and 888 catalyst types from USPTO (1) Reactant: [NH2:1][C@H:2]([C:5]([OH:7])=[O:6])[CH2:3][SH:4].C(=O)([O-])[O-].[Na+].[Na+].Br[CH2:15][CH2:16][NH:17][C:18](=[O:23])[O:19][CH2:20][CH:21]=[CH2:22]. Product: [NH2:1][C@H:2]([CH2:3][S:4][CH2:15][CH2:16][NH:17][C:18]([O:19][CH2:20][CH:21]=[CH2:22])=[O:23])[C:5]([OH:7])=[O:6]. The catalyst class is: 38. (2) Reactant: Cl[C:2]1[C:11]2[CH2:10][CH2:9][C:8]3[CH:12]=[CH:13][CH:14]=[CH:15][C:7]=3[C:6]=2[N:5]=[CH:4][N:3]=1.[CH3:16][N:17]1[C:21]([C:22]2[CH:23]=[C:24]([CH:26]=[CH:27][CH:28]=2)[NH2:25])=[CH:20][N:19]=[C:18]1[CH3:29].CN1CCN(C)C1=O.[OH-].[Na+]. Product: [CH3:16][N:17]1[C:21]([C:22]2[CH:23]=[C:24]([NH:25][C:2]3[C:11]4[CH2:10][CH2:9][C:8]5[CH:12]=[CH:13][CH:14]=[CH:15][C:7]=5[C:6]=4[N:5]=[CH:4][N:3]=3)[CH:26]=[CH:27][CH:28]=2)=[CH:20][N:19]=[C:18]1[CH3:29]. The catalyst class is: 6. (3) Reactant: CS(O[CH2:6][C:7]#[C:8][C:9]1[CH:21]=[CH:20][C:12]2[N:13]([CH2:16][CH:17]3[CH2:19][CH2:18]3)[N:14]=[N:15][C:11]=2[C:10]=1[Cl:22])(=O)=O.[CH3:23][N:24]1[C:28](=[O:29])[CH2:27][NH:26][C:25]1=[O:30].C(=O)([O-])[O-].[K+].[K+]. Product: [Cl:22][C:10]1[C:11]2[N:15]=[N:14][N:13]([CH2:16][CH:17]3[CH2:19][CH2:18]3)[C:12]=2[CH:20]=[CH:21][C:9]=1[C:8]#[C:7][CH2:6][N:26]1[CH2:27][C:28](=[O:29])[N:24]([CH3:23])[C:25]1=[O:30]. The catalyst class is: 115. (4) Reactant: [CH2:1]([O:8][C:9]([NH:11][C@H:12]([C:16](OC)=[O:17])[CH2:13][O:14][CH3:15])=[O:10])[C:2]1[CH:7]=[CH:6][CH:5]=[CH:4][CH:3]=1.[BH4-].[Li+]. Product: [OH:17][CH2:16][C@@H:12]([NH:11][C:9](=[O:10])[O:8][CH2:1][C:2]1[CH:7]=[CH:6][CH:5]=[CH:4][CH:3]=1)[CH2:13][O:14][CH3:15]. The catalyst class is: 5. (5) Reactant: CC(C)([O-])C.[K+].[Cl:7][C:8]1[CH:13]=[C:12]([Cl:14])[CH:11]=[CH:10][C:9]=1[OH:15].[CH2:16]([O:18][C:19](=[O:24])[CH:20]=[C:21](Cl)[CH3:22])[CH3:17]. Product: [CH2:16]([O:18][C:19](=[O:24])/[CH:20]=[C:21](/[O:15][C:9]1[CH:10]=[CH:11][C:12]([Cl:14])=[CH:13][C:8]=1[Cl:7])\[CH3:22])[CH3:17]. The catalyst class is: 7. (6) The catalyst class is: 5. Product: [C:31]1([CH:24]([C:18]2[CH:23]=[CH:22][CH:21]=[CH:20][CH:19]=2)[N:25]2[CH2:26][CH2:27][N:28]([CH:12]3[CH2:13][CH2:14][C:9]([C:5]4[CH:6]=[CH:7][CH:8]=[C:3]([O:2][CH3:1])[CH:4]=4)([C:16]#[N:17])[CH2:10][CH2:11]3)[CH2:29][CH2:30]2)[CH:32]=[CH:33][CH:34]=[CH:35][CH:36]=1. Reactant: [CH3:1][O:2][C:3]1[CH:4]=[C:5]([C:9]2([C:16]#[N:17])[CH2:14][CH2:13][C:12](=O)[CH2:11][CH2:10]2)[CH:6]=[CH:7][CH:8]=1.[C:18]1([CH:24]([C:31]2[CH:36]=[CH:35][CH:34]=[CH:33][CH:32]=2)[N:25]2[CH2:30][CH2:29][NH:28][CH2:27][CH2:26]2)[CH:23]=[CH:22][CH:21]=[CH:20][CH:19]=1.C(O)(=O)C.C([BH3-])#N.[Na+].C(=O)([O-])O.[Na+]. (7) Reactant: [C:1]([N:4]1[C:13]2[C:8](=[CH:9][C:10]([C:14](O)=[O:15])=[CH:11][CH:12]=2)[C@H:7]([NH:17][C:18]2[CH:23]=[CH:22][CH:21]=[C:20]([CH3:24])[N:19]=2)[C@@H:6]([CH3:25])[C@@H:5]1[CH:26]1[CH2:28][CH2:27]1)(=[O:3])[CH3:2].CN(C(O[N:37]1[N:45]=[N:44][C:39]2[CH:40]=CC=N[C:38]1=2)=[N+](C)C)C.F[P-](F)(F)(F)(F)F.N1C=C(N)C=N1.CCN(C(C)C)C(C)C. Product: [C:1]([N:4]1[C:13]2[C:8](=[CH:9][C:10]([C:14]([NH:44][C:39]3[CH:40]=[N:45][NH:37][CH:38]=3)=[O:15])=[CH:11][CH:12]=2)[C@H:7]([NH:17][C:18]2[CH:23]=[CH:22][CH:21]=[C:20]([CH3:24])[N:19]=2)[C@@H:6]([CH3:25])[C@@H:5]1[CH:26]1[CH2:28][CH2:27]1)(=[O:3])[CH3:2]. The catalyst class is: 9.